This data is from Forward reaction prediction with 1.9M reactions from USPTO patents (1976-2016). The task is: Predict the product of the given reaction. (1) The product is: [C:15]1([N:3]2[C:2]([N:21]3[CH2:26][CH2:25][CH2:24][CH2:23][CH2:22]3)=[C:10]3[C:5]([C:6]([C:11]([F:14])([F:13])[F:12])=[CH:7][CH:8]=[CH:9]3)=[N:4]2)[CH:20]=[CH:19][CH:18]=[CH:17][CH:16]=1. Given the reactants Cl[C:2]1[N:3]([C:15]2[CH:20]=[CH:19][CH:18]=[CH:17][CH:16]=2)[N:4]=[C:5]2[C:10]=1[CH:9]=[CH:8][CH:7]=[C:6]2[C:11]([F:14])([F:13])[F:12].[NH:21]1[CH2:26][CH2:25][CH2:24][CH2:23][CH2:22]1.O, predict the reaction product. (2) Given the reactants FC1C=C(CCC2C=C(OC)C=CC=2C2CCC3C(=CC=C(OC)C=3)C2)C=CC=1O.Cl.ClCCN1CCCCC1.[F:41][C:42]1[CH:56]=[C:55]([CH2:57][CH2:58][C:59]2[CH:64]=[C:63]([O:65]C)[CH:62]=[CH:61][C:60]=2[CH:67]2[CH2:76][CH2:75][C:74]3[C:69](=[CH:70][CH:71]=[C:72]([O:77]C)[CH:73]=3)[CH2:68]2)[CH:54]=[CH:53][C:43]=1[O:44][CH2:45][CH2:46][N:47]1[CH2:52][CH2:51][CH2:50][CH2:49][CH2:48]1, predict the reaction product. The product is: [F:41][C:42]1[CH:56]=[C:55]([CH2:57][CH2:58][C:59]2[CH:64]=[C:63]([OH:65])[CH:62]=[CH:61][C:60]=2[CH:67]2[CH2:76][CH2:75][C:74]3[CH:73]=[C:72]([OH:77])[CH:71]=[CH:70][C:69]=3[CH2:68]2)[CH:54]=[CH:53][C:43]=1[O:44][CH2:45][CH2:46][N:47]1[CH2:52][CH2:51][CH2:50][CH2:49][CH2:48]1. (3) Given the reactants [CH3:1][S:2](Cl)(=[O:4])=[O:3].[OH:6][CH2:7][C@@H:8]1[CH2:12][CH2:11][CH2:10][N:9]1[C:13]([O:15][C:16]([CH3:19])([CH3:18])[CH3:17])=[O:14].C(OCC)(=O)C, predict the reaction product. The product is: [CH3:1][S:2]([O:6][CH2:7][C@@H:8]1[CH2:12][CH2:11][CH2:10][N:9]1[C:13]([O:15][C:16]([CH3:19])([CH3:18])[CH3:17])=[O:14])(=[O:4])=[O:3].